From a dataset of Forward reaction prediction with 1.9M reactions from USPTO patents (1976-2016). Predict the product of the given reaction. (1) Given the reactants [CH2:1]([O:3][C:4](=[O:21])[CH2:5][O:6][C:7]1[CH:12]=[CH:11][C:10]([NH:13][C:14]([O:16][C:17]([CH3:20])([CH3:19])[CH3:18])=[O:15])=[CH:9][CH:8]=1)[CH3:2].Cl[CH2:23][C:24]1[S:28][C:27]([C:29]2[CH:34]=[CH:33][C:32]([C:35]([F:38])([F:37])[F:36])=[CH:31][CH:30]=2)=[N:26][CH:25]=1.[H-].[Na+].OS([O-])(=O)=O.[K+].[CH3:47]C(N(C)C)=O, predict the reaction product. The product is: [CH2:1]([O:3][C:4](=[O:21])[CH2:5][O:6][C:7]1[CH:12]=[CH:11][C:10]([N:13]([C:14]([O:16][C:17]([CH3:20])([CH3:19])[CH3:18])=[O:15])[CH2:23][C:24]2[S:28][C:27]([C:29]3[CH:34]=[CH:33][C:32]([C:35]([F:38])([F:37])[F:36])=[CH:31][CH:30]=3)=[N:26][C:25]=2[CH3:47])=[CH:9][CH:8]=1)[CH3:2]. (2) Given the reactants [Cl:1][C:2]1[C:11]2[C:6](=[CH:7][C:8]([NH:12][CH2:13][C:14]3[CH:19]=[CH:18][CH:17]=[C:16]([C:20]([F:23])([F:22])[F:21])[CH:15]=3)=[CH:9][CH:10]=2)[C:5](Cl)=[N:4][N:3]=1.[OH-].[Na+].[O:27]1CCOCC1.Cl, predict the reaction product. The product is: [Cl:1][C:2]1[C:11]2[C:6](=[CH:7][C:8]([NH:12][CH2:13][C:14]3[CH:19]=[CH:18][CH:17]=[C:16]([C:20]([F:23])([F:22])[F:21])[CH:15]=3)=[CH:9][CH:10]=2)[C:5]([OH:27])=[N:4][N:3]=1. (3) Given the reactants [CH:1]1([C:4]2[N:8]([C:9]3[CH:14]=[CH:13][CH:12]=[C:11]([C:15]([F:18])([F:17])[F:16])[CH:10]=3)[N:7]=[C:6]([CH3:19])[C:5]=2[C:20]([OH:22])=O)[CH2:3][CH2:2]1.O.[NH:24]1[CH2:29][CH2:28][C:27](=[O:30])[CH2:26][CH2:25]1, predict the reaction product. The product is: [CH:1]1([C:4]2[N:8]([C:9]3[CH:14]=[CH:13][CH:12]=[C:11]([C:15]([F:17])([F:16])[F:18])[CH:10]=3)[N:7]=[C:6]([CH3:19])[C:5]=2[C:20]([N:24]2[CH2:29][CH2:28][C:27](=[O:30])[CH2:26][CH2:25]2)=[O:22])[CH2:3][CH2:2]1. (4) The product is: [CH2:1]([NH:8][N:9]1[C:21]2[C:20]3[CH:19]=[CH:18][CH:17]=[CH:16][C:15]=3[N:14]=[C:13]([NH2:27])[C:12]=2[N:11]=[C:10]1[CH2:23][CH2:24][CH2:25][CH3:26])[C:2]1[CH:7]=[CH:6][CH:5]=[CH:4][CH:3]=1. Given the reactants [CH2:1]([NH:8][N:9]1[C:21]2[C:20]3[CH:19]=[CH:18][CH:17]=[CH:16][C:15]=3[N+:14]([O-])=[CH:13][C:12]=2[N:11]=[C:10]1[CH2:23][CH2:24][CH2:25][CH3:26])[C:2]1[CH:7]=[CH:6][CH:5]=[CH:4][CH:3]=1.[NH4+:27].[OH-].C1(C)C=CC(S(Cl)(=O)=O)=CC=1.C(Cl)Cl, predict the reaction product. (5) Given the reactants [NH2:1][C:2]1[C:11]([CH3:12])=[CH:10][C:9](Br)=[CH:8][C:3]=1[C:4]([NH:6][CH3:7])=[O:5].CC1C2C(=CC=CC=2)C=CC=1.[C-]#N.[Na+].[CH3:28][N:29]1C=CN=C1, predict the reaction product. The product is: [NH2:1][C:2]1[C:11]([CH3:12])=[CH:10][C:9]([C:28]#[N:29])=[CH:8][C:3]=1[C:4]([NH:6][CH3:7])=[O:5].